This data is from Full USPTO retrosynthesis dataset with 1.9M reactions from patents (1976-2016). The task is: Predict the reactants needed to synthesize the given product. (1) Given the product [CH2:16]([O:15][C:12]1[CH:13]=[CH:14][C:8]2[O:7][C:6]([C:4]([OH:5])([CH2:23][CH3:24])[CH2:27][CH3:28])=[CH:10][C:9]=2[CH:11]=1)[C:17]1[CH:18]=[CH:19][CH:20]=[CH:21][CH:22]=1, predict the reactants needed to synthesize it. The reactants are: C(O[C:4]([C:6]1[O:7][C:8]2[CH:14]=[CH:13][C:12]([O:15][CH2:16][C:17]3[CH:22]=[CH:21][CH:20]=[CH:19][CH:18]=3)=[CH:11][C:9]=2[CH:10]=1)=[O:5])C.[CH3:23][CH2:24][Mg+].[Br-].[CH2:27]1COC[CH2:28]1. (2) Given the product [CH2:32]([O:1][C:2]1[C:6]([CH2:7][CH2:11][C:43]([O:38][CH2:36][CH3:35])=[O:44])=[CH:5][N:4]([CH2:12][C:13]2[CH:14]=[CH:15][C:16]([O:19][CH2:20][C:21]3[N:22]=[C:23]([C:26]4[CH:27]=[CH:28][CH:29]=[CH:30][CH:31]=4)[S:24][CH:25]=3)=[CH:17][CH:18]=2)[N:3]=1)[CH3:33], predict the reactants needed to synthesize it. The reactants are: [OH:1][C:2]1[C:6]([CH:7]([CH3:11])C([O-])=O)=[CH:5][N:4]([CH2:12][C:13]2[CH:18]=[CH:17][C:16]([O:19][CH2:20][C:21]3[N:22]=[C:23]([C:26]4[CH:31]=[CH:30][CH:29]=[CH:28][CH:27]=4)[S:24][CH:25]=3)=[CH:15][CH:14]=2)[N:3]=1.[CH2:32](I)[CH3:33].[CH3:35][C:36](C)([O-:38])C.[Na+].CN(C)[CH:43]=[O:44]. (3) Given the product [Br:1][C:2]1[CH:3]=[CH:4][C:5]([O:10][C:11]2[CH:16]=[CH:15][C:14]([Cl:17])=[C:13]([Cl:18])[CH:12]=2)=[C:6]([CH:9]=1)[CH2:7][NH:20][CH3:19], predict the reactants needed to synthesize it. The reactants are: [Br:1][C:2]1[CH:3]=[CH:4][C:5]([O:10][C:11]2[CH:16]=[CH:15][C:14]([Cl:17])=[C:13]([Cl:18])[CH:12]=2)=[C:6]([CH:9]=1)[CH:7]=O.[CH3:19][NH2:20].[BH4-].[Na+]. (4) Given the product [Br:25][C:26]1[CH:34]=[C:30]([NH:3][C:6](=[O:15])[O:39][C:36]([CH3:38])([CH3:37])[CH3:35])[CH:29]=[N:28][CH:27]=1, predict the reactants needed to synthesize it. The reactants are: C([N:3]([CH2:6]C)CC)C.C1C=CC(P(N=[N+]=[N-])(C2C=CC=CC=2)=[O:15])=CC=1.[Br:25][C:26]1[CH:27]=[N:28][CH:29]=[C:30]([CH:34]=1)C(O)=O.[CH3:35][C:36]([OH:39])([CH3:38])[CH3:37]. (5) Given the product [NH2:12][C@:13]1([CH2:25][OH:26])[CH2:17][CH2:16][C@H:15]([C:18]2[CH:23]=[CH:22][C:21]([C:33](=[O:46])[CH2:34][CH2:35][CH2:36][CH2:37][C:38]3[CH:43]=[CH:42][CH:41]=[CH:40][CH:39]=3)=[CH:20][CH:19]=2)[CH2:14]1, predict the reactants needed to synthesize it. The reactants are: [Li+].C[Si]([N-][Si](C)(C)C)(C)C.Cl.[NH2:12][C@:13]1([CH2:25][OH:26])[CH2:17][CH2:16][C@H:15]([C:18]2[CH:23]=[CH:22][C:21](Br)=[CH:20][CH:19]=2)[CH2:14]1.C(N/N=[CH:33]/[CH2:34][CH2:35][CH2:36][CH2:37][C:38]1[CH:43]=[CH:42][CH:41]=[CH:40][CH:39]=1)(C)(C)C.Cl.C([O-])([O-])=[O:46].[K+].[K+].